Dataset: Reaction yield outcomes from USPTO patents with 853,638 reactions. Task: Predict the reaction yield, written as a fraction of the theoretical maximum amount of product (1.0 means a 100% yield; for example, 0.34 means a 34% yield). (1) The reactants are Cl[C:2]1[CH:9]=[CH:8][CH:7]=[C:6]([Cl:10])[C:3]=1[CH:4]=[O:5].[CH3:11][O:12][C:13]1[CH:18]=[CH:17][C:16]([OH:19])=[CH:15][CH:14]=1.C([O-])([O-])=O.[K+].[K+]. The catalyst is CN(C)C(=O)C. The product is [Cl:10][C:6]1[CH:7]=[CH:8][CH:9]=[C:2]([O:19][C:16]2[CH:17]=[CH:18][C:13]([O:12][CH3:11])=[CH:14][CH:15]=2)[C:3]=1[CH:4]=[O:5]. The yield is 0.800. (2) The reactants are Cl.[NH2:2][C:3]1[C:4]([F:30])=[C:5]([C:11]([C:13]2[CH:14]=[C:15]3[C:20](=[CH:21][CH:22]=2)[N:19]=[CH:18][C:17]([C:23]2[CH:28]=[CH:27][C:26]([Cl:29])=[CH:25][CH:24]=2)=[N:16]3)=[O:12])[C:6]([F:10])=[C:7]([F:9])[CH:8]=1.[CH2:31]([S:34](Cl)(=[O:36])=[O:35])[CH2:32][CH3:33]. The catalyst is C(Cl)Cl. The product is [Cl:29][C:26]1[CH:25]=[CH:24][C:23]([C:17]2[CH:18]=[N:19][C:20]3[C:15]([N:16]=2)=[CH:14][C:13]([C:11]([C:5]2[C:4]([F:30])=[C:3]([N:2]([S:34]([CH2:31][CH2:32][CH3:33])(=[O:36])=[O:35])[S:34]([CH2:31][CH2:32][CH3:33])(=[O:36])=[O:35])[CH:8]=[C:7]([F:9])[C:6]=2[F:10])=[O:12])=[CH:22][CH:21]=3)=[CH:28][CH:27]=1. The yield is 0.403.